Dataset: Catalyst prediction with 721,799 reactions and 888 catalyst types from USPTO. Task: Predict which catalyst facilitates the given reaction. (1) Reactant: CN(C(ON1N=NC2C=CC=NC1=2)=[N+](C)C)C.F[P-](F)(F)(F)(F)F.[Si]([O:32][CH2:33][CH2:34][C:35]1[C:36]([F:53])=[C:37]([CH:50]=[CH:51][CH:52]=1)[CH2:38][N:39]1[CH2:49][CH2:48][C:42]2([O:47][CH2:46][CH2:45][NH:44][CH2:43]2)[CH2:41][CH2:40]1)(C(C)(C)C)(C)C.[CH2:54]([C:56]1[S:60][CH:59]=[C:58]([C:61](O)=[O:62])[CH:57]=1)[CH3:55].C(N(CC)CC)C. Product: [CH2:54]([C:56]1[S:60][CH:59]=[C:58]([C:61]([N:44]2[CH2:43][C:42]3([CH2:41][CH2:40][N:39]([CH2:38][C:37]4[CH:50]=[CH:51][CH:52]=[C:35]([CH2:34][CH2:33][OH:32])[C:36]=4[F:53])[CH2:49][CH2:48]3)[O:47][CH2:46][CH2:45]2)=[O:62])[CH:57]=1)[CH3:55]. The catalyst class is: 3. (2) Reactant: CCN=C=NCCCN(C)C.[Cl:12][C:13]1[CH:14]=[C:15]2[C:20](=[CH:21][CH:22]=1)[CH:19]=[C:18]([S:23]([CH2:26][CH2:27][CH2:28][C:29]([OH:31])=O)(=[O:25])=[O:24])[CH:17]=[CH:16]2.C1C=CC2N(O)N=NC=2C=1.[CH3:42][NH:43][CH:44]1[CH2:49][CH2:48][N:47]([C:50]2[CH:55]=[CH:54][N:53]=[CH:52][CH:51]=2)[CH2:46][CH2:45]1. Product: [Cl:12][C:13]1[CH:14]=[C:15]2[C:20](=[CH:21][CH:22]=1)[CH:19]=[C:18]([S:23]([CH2:26][CH2:27][CH2:28][C:29]([N:43]([CH3:42])[CH:44]1[CH2:45][CH2:46][N:47]([C:50]3[CH:51]=[CH:52][N:53]=[CH:54][CH:55]=3)[CH2:48][CH2:49]1)=[O:31])(=[O:24])=[O:25])[CH:17]=[CH:16]2. The catalyst class is: 3. (3) The catalyst class is: 4. Reactant: CS(O[CH2:6][C:7]1[N:12]=[CH:11][C:10]2[N:13]=[CH:14][N:15]([C:16]3[S:17][C:18]([C:34](=[O:36])[NH2:35])=[C:19]([O:21][C@@H:22]([C:24]4[CH:29]=[CH:28][CH:27]=[CH:26][C:25]=4[C:30]([F:33])([F:32])[F:31])[CH3:23])[CH:20]=3)[C:9]=2[CH:8]=1)(=O)=O.[C@H:37]12[CH2:43][C@H:40]([NH:41][CH2:42]1)[CH2:39][N:38]2[C:44]([O:46][C:47]([CH3:50])([CH3:49])[CH3:48])=[O:45]. Product: [C:34]([C:18]1[S:17][C:16]([N:15]2[C:9]3[CH:8]=[C:7]([CH2:6][N:41]4[CH2:42][C@@H:37]5[CH2:43][C@H:40]4[CH2:39][N:38]5[C:44]([O:46][C:47]([CH3:50])([CH3:49])[CH3:48])=[O:45])[N:12]=[CH:11][C:10]=3[N:13]=[CH:14]2)=[CH:20][C:19]=1[O:21][C@@H:22]([C:24]1[CH:29]=[CH:28][CH:27]=[CH:26][C:25]=1[C:30]([F:32])([F:33])[F:31])[CH3:23])(=[O:36])[NH2:35]. (4) Reactant: [C:1]([O:5][C:6]([N:8]1[CH2:13][CH2:12][CH:11]([N:14](C(OCC2C=CC=CC=2)=O)[CH2:15][C:16](=[O:48])[NH:17][CH:18]([B:35]2[O:43][CH:42]3[C:37]([CH3:47])([CH:38]4[CH2:44][CH:40]([CH2:41]3)[C:39]4([CH3:46])[CH3:45])[O:36]2)[CH2:19][C:20]2[CH:25]=[CH:24][CH:23]=[C:22]([C:26]([O:28][C:29]([CH3:32])([CH3:31])[CH3:30])=[O:27])[C:21]=2[O:33][CH3:34])[CH2:10][CH2:9]1)=[O:7])([CH3:4])([CH3:3])[CH3:2]. Product: [C:1]([O:5][C:6]([N:8]1[CH2:13][CH2:12][CH:11]([NH:14][CH2:15][C:16](=[O:48])[NH:17][CH:18]([B:35]2[O:43][CH:42]3[C:37]([CH3:47])([CH:38]4[CH2:44][CH:40]([CH2:41]3)[C:39]4([CH3:46])[CH3:45])[O:36]2)[CH2:19][C:20]2[CH:25]=[CH:24][CH:23]=[C:22]([C:26]([O:28][C:29]([CH3:31])([CH3:30])[CH3:32])=[O:27])[C:21]=2[O:33][CH3:34])[CH2:10][CH2:9]1)=[O:7])([CH3:2])([CH3:3])[CH3:4]. The catalyst class is: 19. (5) Reactant: [CH3:1][C:2]1[CH:3]=[C:4]2[C:12](=[CH:13][CH:14]=1)[NH:11][C:10]1[CH:9]([C:15]3[CH:20]=[CH:19][CH:18]=[C:17]([OH:21])[CH:16]=3)[NH:8][CH2:7][CH2:6][C:5]2=1.CCN(CC)CC.[NH:29]([C:41]([O:43][C:44]([CH3:47])([CH3:46])[CH3:45])=[O:42])[CH2:30][C:31](ON1C(=O)CCC1=O)=[O:32]. Product: [C:44]([O:43][C:41]([NH:29][CH2:30][C:31]([N:8]1[CH2:7][CH2:6][C:5]2[C:4]3[C:12](=[CH:13][CH:14]=[C:2]([CH3:1])[CH:3]=3)[NH:11][C:10]=2[CH:9]1[C:15]1[CH:16]=[C:17]([OH:21])[CH:18]=[CH:19][CH:20]=1)=[O:32])=[O:42])([CH3:47])([CH3:46])[CH3:45]. The catalyst class is: 1. (6) Reactant: [CH:1]1([C:4]2[N:8]([CH3:9])[C:7]3[CH:10]=[C:11]([N:14]4[CH:19]=[CH:18][C:17]([OH:20])=[CH:16][C:15]4=[O:21])[CH:12]=[CH:13][C:6]=3[N:5]=2)[CH2:3][CH2:2]1.[Br:22][C:23]1[CH:24]=[CH:25][C:26]([CH2:29]O)=[N:27][CH:28]=1.C1(P(C2C=CC=CC=2)C2C=CC=CC=2)C=CC=CC=1.N(C(OCCOC)=O)=NC(OCCOC)=O. Product: [Br:22][C:23]1[CH:24]=[CH:25][C:26]([CH2:29][O:20][C:17]2[CH:18]=[CH:19][N:14]([C:11]3[CH:12]=[CH:13][C:6]4[N:5]=[C:4]([CH:1]5[CH2:2][CH2:3]5)[N:8]([CH3:9])[C:7]=4[CH:10]=3)[C:15](=[O:21])[CH:16]=2)=[N:27][CH:28]=1. The catalyst class is: 20. (7) Reactant: [NH2:1][C@@H:2]([CH3:5])[CH2:3][OH:4].C(Cl)Cl.[Si:9](Cl)([C:22]([CH3:25])([CH3:24])[CH3:23])([C:16]1[CH:21]=[CH:20][CH:19]=[CH:18][CH:17]=1)[C:10]1[CH:15]=[CH:14][CH:13]=[CH:12][CH:11]=1. Product: [Si:9]([O:4][CH2:3][C@@H:2]([NH2:1])[CH3:5])([C:22]([CH3:25])([CH3:24])[CH3:23])([C:16]1[CH:17]=[CH:18][CH:19]=[CH:20][CH:21]=1)[C:10]1[CH:15]=[CH:14][CH:13]=[CH:12][CH:11]=1. The catalyst class is: 850.